From a dataset of Full USPTO retrosynthesis dataset with 1.9M reactions from patents (1976-2016). Predict the reactants needed to synthesize the given product. (1) Given the product [N:10]1([C:14]([C:16]2[CH:43]=[CH:42][C:19]([O:20][C:21]3[CH:22]=[C:23]([CH:27]=[C:28]([O:30][C@@H:31]([CH3:41])[CH2:32][O:33][Si:34]([C:37]([CH3:38])([CH3:39])[CH3:40])([CH3:36])[CH3:35])[CH:29]=3)[C:24]([NH:44][C:45]3[CH:49]=[C:48]([CH3:50])[N:47]([CH3:51])[N:46]=3)=[O:25])=[CH:18][CH:17]=2)=[O:15])[CH2:11][CH2:12][CH2:13]1, predict the reactants needed to synthesize it. The reactants are: CCN(C(C)C)C(C)C.[N:10]1([C:14]([C:16]2[CH:43]=[CH:42][C:19]([O:20][C:21]3[CH:22]=[C:23]([CH:27]=[C:28]([O:30][C@@H:31]([CH3:41])[CH2:32][O:33][Si:34]([C:37]([CH3:40])([CH3:39])[CH3:38])([CH3:36])[CH3:35])[CH:29]=3)[C:24](O)=[O:25])=[CH:18][CH:17]=2)=[O:15])[CH2:13][CH2:12][CH2:11]1.[NH2:44][C:45]1[CH:49]=[C:48]([CH3:50])[N:47]([CH3:51])[N:46]=1.CN(C(ON1N=NC2C=CC=NC1=2)=[N+](C)C)C.F[P-](F)(F)(F)(F)F. (2) Given the product [CH3:8][O:9][C:10]1[C:18]([S:19][CH3:20])=[C:17]([C:21]([F:24])([F:23])[F:22])[CH:16]=[CH:15][C:11]=1[C:12]([NH:1][C:2]1[N:6]([CH3:7])[N:5]=[N:4][N:3]=1)=[O:13], predict the reactants needed to synthesize it. The reactants are: [NH2:1][C:2]1[N:6]([CH3:7])[N:5]=[N:4][N:3]=1.[CH3:8][O:9][C:10]1[C:18]([S:19][CH3:20])=[C:17]([C:21]([F:24])([F:23])[F:22])[CH:16]=[CH:15][C:11]=1[C:12](O)=[O:13].C(Cl)(=O)C(Cl)=O. (3) The reactants are: [Cl:1][C:2]1[N:3]=[C:4]([C:7]2[CH:12]=[CH:11][CH:10]=[CH:9][C:8]=2[NH:13][C:14]([O:16][CH2:17][CH:18]2[CH2:23][CH2:22][N:21](C(OC(C)(C)C)=O)[CH2:20][CH2:19]2)=[O:15])[S:5][CH:6]=1.[F:31][C:32]([F:37])([F:36])[C:33]([OH:35])=[O:34]. Given the product [F:31][C:32]([F:37])([F:36])[C:33]([OH:35])=[O:34].[Cl:1][C:2]1[N:3]=[C:4]([C:7]2[CH:12]=[CH:11][CH:10]=[CH:9][C:8]=2[NH:13][C:14](=[O:15])[O:16][CH2:17][CH:18]2[CH2:19][CH2:20][NH:21][CH2:22][CH2:23]2)[S:5][CH:6]=1, predict the reactants needed to synthesize it.